This data is from Catalyst prediction with 721,799 reactions and 888 catalyst types from USPTO. The task is: Predict which catalyst facilitates the given reaction. (1) Product: [Cl:23][C:24]1[CH:29]=[C:28]([O:30][C:31]2[CH:32]=[CH:33][C:34]([NH:38][C:1]([N:13]3[CH2:14][CH2:15][N:11]([CH:8]4[CH2:7][CH2:6][O:5][CH2:10][CH2:9]4)[C:12]3=[O:16])=[O:2])=[N:35][C:36]=2[CH3:37])[CH:27]=[CH:26][N:25]=1. The catalyst class is: 2. Reactant: [C:1](Cl)(Cl)=[O:2].[O:5]1[CH2:10][CH2:9][CH:8]([N:11]2[CH2:15][CH2:14][NH:13][C:12]2=[O:16])[CH2:7][CH2:6]1.N1C=CC=CC=1.[Cl:23][C:24]1[CH:29]=[C:28]([O:30][C:31]2[CH:32]=[CH:33][C:34]([NH2:38])=[N:35][C:36]=2[CH3:37])[CH:27]=[CH:26][N:25]=1. (2) Reactant: [CH:1]1[CH:2]=[CH:3][N:4]2[CH2:10][C:9]3[CH:11]=[CH:12][CH:13]=[CH:14][C:8]=3[N:7]([C:15]([C:17]3[CH:22]=[CH:21][C:20]([C:23]4[CH2:28][CH2:27][CH2:26][C@@H:25]([OH:29])[C:24]=4[CH3:30])=[C:19]([CH3:31])[CH:18]=3)=[O:16])[CH2:6][C:5]=12.[H-].[Na+].[H][H].[CH3:36]I. Product: [CH3:36][O:29][C@@H:25]1[CH2:26][CH2:27][CH2:28][C:23]([C:20]2[CH:21]=[CH:22][C:17]([C:15]([N:7]3[C:8]4[CH:14]=[CH:13][CH:12]=[CH:11][C:9]=4[CH2:10][N:4]4[CH:3]=[CH:2][CH:1]=[C:5]4[CH2:6]3)=[O:16])=[CH:18][C:19]=2[CH3:31])=[C:24]1[CH3:30]. The catalyst class is: 7. (3) Reactant: [OH:1][CH:2]([C:16]1[CH:21]=[CH:20][C:19]([O:22][CH3:23])=[CH:18][CH:17]=1)[C:3]#[C:4][C:5]1([OH:15])[CH2:14][CH2:13][C:8]2([O:12][CH2:11][CH2:10][O:9]2)[CH2:7][CH2:6]1. Product: [OH:15][C:5]1([C:4]#[C:3][C:2]([C:16]2[CH:21]=[CH:20][C:19]([O:22][CH3:23])=[CH:18][CH:17]=2)=[O:1])[CH2:14][CH2:13][C:8]2([O:12][CH2:11][CH2:10][O:9]2)[CH2:7][CH2:6]1. The catalyst class is: 327. (4) The catalyst class is: 4. Reactant: [Cl:1][C:2]1[CH:7]=[CH:6][C:5]([C:8]2[C:9]([N:14]3[CH2:25][CH2:24][CH2:23][C@H:15]3[C:16]([O:18]C(C)(C)C)=[O:17])=[N:10][CH:11]=[CH:12][CH:13]=2)=[CH:4][C:3]=1[C:26]([NH:28][CH2:29][C:30]12[CH2:39][CH:34]3[CH2:35][CH:36]([CH2:38][CH:32]([CH2:33]3)[CH2:31]1)[CH2:37]2)=[O:27].FC(F)(F)C(O)=O.N. Product: [Cl:1][C:2]1[CH:7]=[CH:6][C:5]([C:8]2[C:9]([N:14]3[CH2:25][CH2:24][CH2:23][C@H:15]3[C:16]([OH:18])=[O:17])=[N:10][CH:11]=[CH:12][CH:13]=2)=[CH:4][C:3]=1[C:26]([NH:28][CH2:29][C:30]12[CH2:31][CH:32]3[CH2:38][CH:36]([CH2:35][CH:34]([CH2:33]3)[CH2:39]1)[CH2:37]2)=[O:27]. (5) Reactant: B.C1COCC1.C(OC([NH:14][N:15]=[C:16]1[CH2:21][CH2:20][N:19]([C:22]([CH3:25])([CH3:24])[CH3:23])[CH2:18][CH2:17]1)=O)(C)(C)C. Product: [C:22]([N:19]1[CH2:18][CH2:17][CH:16]([NH:15][NH2:14])[CH2:21][CH2:20]1)([CH3:25])([CH3:23])[CH3:24]. The catalyst class is: 33. (6) Reactant: I[CH2:2][CH2:3][CH2:4]/[C:5](/[CH3:21])=[CH:6]/[CH2:7][C:8]1[C:13]([CH3:14])=[C:12]([O:15][CH3:16])[C:11]([CH3:17])=[C:10]([CH3:18])[C:9]=1[O:19][CH3:20].[C-:22]#[N:23].[Na+].O.CC(OC)(C)C. Product: [CH3:20][O:19][C:9]1[C:10]([CH3:18])=[C:11]([CH3:17])[C:12]([O:15][CH3:16])=[C:13]([CH3:14])[C:8]=1[CH2:7]/[CH:6]=[C:5](\[CH3:21])/[CH2:4][CH2:3][CH2:2][C:22]#[N:23]. The catalyst class is: 3. (7) Reactant: [CH3:1][C:2]1[CH:7]=[CH:6][CH:5]=[CH:4][C:3]=1[C:8]1[C:9]2[CH2:23][N:22](C(OC(C)(C)C)=O)[CH2:21][CH2:20][C:10]=2[N:11]=[C:12]([C:14]2[CH:19]=[CH:18][CH:17]=[CH:16][CH:15]=2)[N:13]=1.[ClH:31].O1CCOCC1. Product: [ClH:31].[ClH:31].[CH3:1][C:2]1[CH:7]=[CH:6][CH:5]=[CH:4][C:3]=1[C:8]1[C:9]2[CH2:23][NH:22][CH2:21][CH2:20][C:10]=2[N:11]=[C:12]([C:14]2[CH:19]=[CH:18][CH:17]=[CH:16][CH:15]=2)[N:13]=1. The catalyst class is: 81. (8) Reactant: CS(C)=O.C(Cl)(=O)C(Cl)=O.[C:11]1([C@H:17]2[CH2:22][CH2:21][N:20]([C:23](=[O:28])[C:24]([F:27])([F:26])[F:25])[CH2:19][C@@H:18]2[CH2:29][OH:30])[CH:16]=[CH:15][CH:14]=[CH:13][CH:12]=1.[Cl-].[NH4+]. Product: [C:11]1([C@H:17]2[CH2:22][CH2:21][N:20]([C:23](=[O:28])[C:24]([F:26])([F:27])[F:25])[CH2:19][C@@H:18]2[CH:29]=[O:30])[CH:16]=[CH:15][CH:14]=[CH:13][CH:12]=1. The catalyst class is: 236.